Task: Regression. Given two drug SMILES strings and cell line genomic features, predict the synergy score measuring deviation from expected non-interaction effect.. Dataset: NCI-60 drug combinations with 297,098 pairs across 59 cell lines Drug 1: CC1=C2C(C(=O)C3(C(CC4C(C3C(C(C2(C)C)(CC1OC(=O)C(C(C5=CC=CC=C5)NC(=O)OC(C)(C)C)O)O)OC(=O)C6=CC=CC=C6)(CO4)OC(=O)C)OC)C)OC. Drug 2: CC1OCC2C(O1)C(C(C(O2)OC3C4COC(=O)C4C(C5=CC6=C(C=C35)OCO6)C7=CC(=C(C(=C7)OC)O)OC)O)O. Cell line: HCT-15. Synergy scores: CSS=78.0, Synergy_ZIP=16.2, Synergy_Bliss=15.2, Synergy_Loewe=11.5, Synergy_HSA=19.3.